From a dataset of Forward reaction prediction with 1.9M reactions from USPTO patents (1976-2016). Predict the product of the given reaction. (1) Given the reactants [F:1][C:2]([F:19])([F:18])[C:3]1[CH:4]=[C:5]([CH2:13][C:14]([O:16][CH3:17])=[O:15])[CH:6]=[C:7]([C:9]([F:12])([F:11])[F:10])[CH:8]=1.Br[CH2:21][CH2:22]Br, predict the reaction product. The product is: [F:1][C:2]([F:18])([F:19])[C:3]1[CH:4]=[C:5]([C:13]2([C:14]([O:16][CH3:17])=[O:15])[CH2:22][CH2:21]2)[CH:6]=[C:7]([C:9]([F:11])([F:12])[F:10])[CH:8]=1. (2) Given the reactants [CH2:1]([O:3][C:4]([C:6]([CH3:17])=[CH:7][C:8]1[CH:16]=[CH:15][CH:14]=[CH:13][C:9]=1[C:10]([OH:12])=O)=[O:5])[CH3:2].C(N(CC)CC)C.F[B-](F)(F)F.C([C:32](=[N:38]OC(N(C)C)=[N+](C)C)[C:33](OCC)=[O:34])#N.C(CN)O, predict the reaction product. The product is: [OH:34][CH2:33][CH2:32][NH:38][C:10]([C:9]1[CH:13]=[CH:14][CH:15]=[CH:16][C:8]=1[CH:7]=[C:6]([CH3:17])[C:4]([O:3][CH2:1][CH3:2])=[O:5])=[O:12].